Dataset: Full USPTO retrosynthesis dataset with 1.9M reactions from patents (1976-2016). Task: Predict the reactants needed to synthesize the given product. (1) Given the product [C:11]([NH:1][C:2]1[N:7]=[CH:6][C:5]([N+:8]([O-:10])=[O:9])=[CH:4][N:3]=1)(=[O:18])[C:12]1[CH:17]=[CH:16][CH:15]=[CH:14][CH:13]=1, predict the reactants needed to synthesize it. The reactants are: [NH2:1][C:2]1[N:7]=[CH:6][C:5]([N+:8]([O-:10])=[O:9])=[CH:4][N:3]=1.[C:11](Cl)(=[O:18])[C:12]1[CH:17]=[CH:16][CH:15]=[CH:14][CH:13]=1.O. (2) Given the product [NH2:15][C:4]1[N:3]=[C:2]([CH3:1])[C:7]([CH:8]([CH3:14])[C:9]([O:11][CH2:12][CH3:13])=[O:10])=[CH:6][CH:5]=1, predict the reactants needed to synthesize it. The reactants are: [CH3:1][C:2]1[C:7]([CH:8]([CH3:14])[C:9]([O:11][CH2:12][CH3:13])=[O:10])=[CH:6][CH:5]=[C:4]([N+:15]([O-])=O)[N:3]=1.CC(O)=O. (3) Given the product [NH2:16][C:15]1[C:14]([C:17]2[C:22]([CH3:23])=[CH:21][C:20]([CH3:24])=[CH:19][C:18]=2[CH3:25])=[C:9]2[N:8]([C:2]=1[C:3]([O:5][CH2:6][CH3:7])=[O:4])[CH:13]=[CH:12][CH:11]=[CH:10]2, predict the reactants needed to synthesize it. The reactants are: Br[CH2:2][C:3]([O:5][CH2:6][CH3:7])=[O:4].[N:8]1[CH:13]=[CH:12][CH:11]=[CH:10][C:9]=1[CH:14]([C:17]1[C:22]([CH3:23])=[CH:21][C:20]([CH3:24])=[CH:19][C:18]=1[CH3:25])[C:15]#[N:16].C(=O)([O-])[O-].[K+].[K+].CC(C)([O-])C.[K+]. (4) Given the product [CH2:1]([O:3][C:4](=[O:20])[CH2:5][C@H:6]1[CH2:11][CH2:10][N:9]([C:12]([O:14][C:15]([CH3:17])([CH3:16])[CH3:18])=[O:13])[CH2:8][C@H:7]1[F:19])[CH3:2], predict the reactants needed to synthesize it. The reactants are: [CH2:1]([O:3][C:4](=[O:20])[CH:5]=[C:6]1[CH2:11][CH2:10][N:9]([C:12]([O:14][C:15]([CH3:18])([CH3:17])[CH3:16])=[O:13])[CH2:8][CH:7]1[F:19])[CH3:2]. (5) Given the product [CH2:1]([O:3][C:4](=[O:18])[C:5]([O:8][C:9]1[CH:14]=[CH:13][C:12]([CH2:15][NH:16][C:46]([C:45]2[C:40]([C:39]([F:60])([F:38])[F:59])=[N:41][C:42]([C:49]3[CH:50]=[CH:51][C:52]([C:55]([F:57])([F:58])[F:56])=[CH:53][CH:54]=3)=[N:43][CH:44]=2)=[O:47])=[C:11]([Cl:17])[CH:10]=1)([CH3:7])[CH3:6])[CH3:2], predict the reactants needed to synthesize it. The reactants are: [CH2:1]([O:3][C:4](=[O:18])[C:5]([O:8][C:9]1[CH:14]=[CH:13][C:12]([CH2:15][NH2:16])=[C:11]([Cl:17])[CH:10]=1)([CH3:7])[CH3:6])[CH3:2].ClC1C=C(O)C=CC=1C=O.C(CC(Br)(C)C([O-])=O)C.[F:38][C:39]([F:60])([F:59])[C:40]1[C:45]([C:46](O)=[O:47])=[CH:44][N:43]=[C:42]([C:49]2[CH:54]=[CH:53][C:52]([C:55]([F:58])([F:57])[F:56])=[CH:51][CH:50]=2)[N:41]=1.C(OC(C1C(C(F)(F)F)=NC(C2C=CC(C(F)(F)F)=CC=2)=NC=1)=O)C. (6) Given the product [NH2:29][C:2]1[CH:3]=[C:4]([C:8]([C:10]2[C:18]3[CH:17]=[N:16][CH:15]=[N:14][C:13]=3[N:12]([C@H:19]([CH3:28])[CH2:20][O:21][CH:22]3[CH2:27][CH2:26][CH2:25][CH2:24][O:23]3)[CH:11]=2)=[O:9])[CH:5]=[N:6][CH:7]=1, predict the reactants needed to synthesize it. The reactants are: Br[C:2]1[CH:3]=[C:4]([C:8]([C:10]2[C:18]3[CH:17]=[N:16][CH:15]=[N:14][C:13]=3[N:12]([C@H:19]([CH3:28])[CH2:20][O:21][CH:22]3[CH2:27][CH2:26][CH2:25][CH2:24][O:23]3)[CH:11]=2)=[O:9])[CH:5]=[N:6][CH:7]=1.[NH3:29].C(OCC)(=O)C.O. (7) Given the product [C:1]([O:5][C:6](=[O:25])[N:7]([CH2:9][C:10]1[CH:14]=[C:13]([C:30]2[CH:31]=[CH:32][C:27]([F:26])=[CH:28][CH:29]=2)[N:12]([S:16]([C:19]2[CH:20]=[N:21][CH:22]=[CH:23][CH:24]=2)(=[O:18])=[O:17])[CH:11]=1)[CH3:8])([CH3:4])([CH3:3])[CH3:2], predict the reactants needed to synthesize it. The reactants are: [C:1]([O:5][C:6](=[O:25])[N:7]([CH2:9][C:10]1[CH:14]=[C:13](Br)[N:12]([S:16]([C:19]2[CH:20]=[N:21][CH:22]=[CH:23][CH:24]=2)(=[O:18])=[O:17])[CH:11]=1)[CH3:8])([CH3:4])([CH3:3])[CH3:2].[F:26][C:27]1[CH:32]=[CH:31][C:30](B(O)O)=[CH:29][CH:28]=1.C(=O)([O-])[O-].[Na+].[Na+].